Regression. Given a target protein amino acid sequence and a drug SMILES string, predict the binding affinity score between them. We predict pIC50 (pIC50 = -log10(IC50 in M); higher means more potent). Dataset: bindingdb_ic50. From a dataset of Drug-target binding data from BindingDB using IC50 measurements. (1) The drug is COc1ccc(-c2oc3c(CCC(C)C)c(O)cc(O)c3c(=O)c2O[C@@H]2O[C@@H](C)[C@H](O)[C@@H](O)[C@H]2O)cc1. The target protein sequence is EETRELQSLAAAVVPSAQTLKITDFSFSDFELSDLETALCTIRMFTDLNLVQNFQMKHEVLCRWILSVKKNYRKNVAYHNWRHAFNTAQCMFAALKAGKIQNKLTDLEILALLIAALSHDLDHRGVNNSYIQRSEHPLAQLYCHSIMEHHHFDQCLMILNSPGNQILSGLSIEEYKTTLKIIKQAILATDLALYIKRRGEFFELIRKNQFNLEDPHQKELFLAMLMTACDLSAITKPWPIQQRIAELVATEFFDQGDRERKELNIEPTDLMNREKKNKIPSMQVGFIDAICLQLYEALTHVSEDCFPLLDGCRKNRQKWQALAEQQ. The pIC50 is 5.8. (2) The compound is CC(C)(O)COc1cc(-c2ccc(N3CCC(C)(NC(=O)c4ncccc4Cl)CC3)nc2)c2c(C#N)cnn2c1. The pIC50 is 6.5. The target protein sequence is MAKATSGAAGLRLLLLLLLPLLGKVALGLYFSRDAYWEKLYVDQAAGTPLLYVHALRDAPEEVPSFRLGQHLYGTYRTRLHENNWICIQEDTGLLYLNRSLDHSSWEKLSVRNRGFPLLTVYLKVFLSPTSLREGECQWPGCARVYFSFFNTSFPACSSLKPRELCFPETRPSFRIRENRPPGTFHQFRLLPVQFLCPNISVAYRLLEGEGLPFRCAPDSLEVSTRWALDREQREKYELVAVCTVHAGAREEVVMVPFPVTVYDEDDSAPTFPAGVDTASAVVEFKRKEDTVVATLRVFDADVVPASGELVRRYTSTLLPGDTWAQQTFRVEHWPNETSVQANGSFVRATVHDYRLVLNRNLSISENRTMQLAVLVNDSDFQGPGAGVLLLHFNVSVLPVSLHLPSTYSLSVSRRARRFAQIGKVCVENCQAFSGINVQYKLHSSGANCSTLGVVTSAEDTSGILFVNDTKALRRPKCAELHYMVVATDQQTSRQAQAQL....